Predict the reactants needed to synthesize the given product. From a dataset of Full USPTO retrosynthesis dataset with 1.9M reactions from patents (1976-2016). (1) Given the product [CH3:1][O:2][C:3]1[CH:8]=[CH:7][C:6]([C:3](=[O:2])[CH2:4][C:9]2[CH:10]=[CH:11][CH:16]=[CH:17][CH:18]=2)=[CH:5][C:4]=1[C:9]1[C:10]([CH2:22][O:23][C:24](=[O:32])[C:25]2[CH:30]=[CH:29][C:28]([CH3:31])=[CH:27][CH:26]=2)=[C:11]2[C:16](=[CH:17][CH:18]=1)[NH:15][C:14]([CH3:20])([CH3:19])[CH:13]=[C:12]2[CH3:21], predict the reactants needed to synthesize it. The reactants are: [CH3:1][O:2][C:3]1[CH:8]=[CH:7][CH:6]=[CH:5][C:4]=1[C:9]1[C:10]([CH2:22][O:23][C:24](=[O:32])[C:25]2[CH:30]=[CH:29][C:28]([CH3:31])=[CH:27][CH:26]=2)=[C:11]2[C:16](=[CH:17][CH:18]=1)[NH:15][C:14]([CH3:20])([CH3:19])[CH:13]=[C:12]2[CH3:21]. (2) Given the product [NH2:1][CH:2]1[CH2:7][CH2:6][CH:5]([NH:8][C:9]2[N:17]=[C:16]3[C:12]([N:13]=[CH:14][N:15]3[CH:18]3[CH2:22][CH2:21][CH2:20][CH2:19]3)=[C:11]([NH:23][CH2:24][C:25]3[CH:30]=[CH:29][C:28]([C:37]4[CH:36]=[CH:35][CH:34]=[C:33]([F:32])[CH:38]=4)=[CH:27][CH:26]=3)[N:10]=2)[CH2:4][CH2:3]1, predict the reactants needed to synthesize it. The reactants are: [NH2:1][CH:2]1[CH2:7][CH2:6][CH:5]([NH:8][C:9]2[N:17]=[C:16]3[C:12]([N:13]=[CH:14][N:15]3[CH:18]3[CH2:22][CH2:21][CH2:20][CH2:19]3)=[C:11]([NH:23][CH2:24][C:25]3[CH:30]=[CH:29][C:28](Br)=[CH:27][CH:26]=3)[N:10]=2)[CH2:4][CH2:3]1.[F:32][C:33]1[CH:34]=[C:35](B(O)O)[CH:36]=[CH:37][CH:38]=1.C1(P(C2C=CC=CC=2)C2C=CC=CC=2)C=CC=CC=1.C(=O)([O-])[O-].[Na+].[Na+]. (3) Given the product [CH2:1]([O:8][C:9]1[CH:14]=[C:13]([O:15][CH2:16][C:17]2[CH:18]=[CH:19][CH:20]=[CH:21][CH:22]=2)[CH:12]=[C:11]([O:23][C:24]2[CH:29]=[CH:28][C:27]([N+:30]([O-:32])=[O:31])=[CH:26][CH:25]=2)[C:10]=1[C:33]1[O:37][N:36]=[C:35]([C:38]([NH:67][CH2:66][CH2:65][F:64])=[O:39])[CH:34]=1)[C:2]1[CH:3]=[CH:4][CH:5]=[CH:6][CH:7]=1, predict the reactants needed to synthesize it. The reactants are: [CH2:1]([O:8][C:9]1[CH:14]=[C:13]([O:15][CH2:16][C:17]2[CH:22]=[CH:21][CH:20]=[CH:19][CH:18]=2)[CH:12]=[C:11]([O:23][C:24]2[CH:29]=[CH:28][C:27]([N+:30]([O-:32])=[O:31])=[CH:26][CH:25]=2)[C:10]=1[C:33]1[O:37][N:36]=[C:35]([C:38](O)=[O:39])[CH:34]=1)[C:2]1[CH:7]=[CH:6][CH:5]=[CH:4][CH:3]=1.CN(C(ON1N=NC2C=CC=CC1=2)=[N+](C)C)C.[B-](F)(F)(F)F.Cl.[F:64][CH2:65][CH2:66][NH2:67].CCN(C(C)C)C(C)C. (4) Given the product [N:12]12[CH2:19][CH2:18][CH:15]([CH2:16][CH2:17]1)[CH:14]([CH2:20][C:21]1[NH:6][C:4](=[O:5])[C:3]3[C:2](=[C:10]([CH3:11])[CH:9]=[CH:8][CH:7]=3)[N:1]=1)[CH2:13]2, predict the reactants needed to synthesize it. The reactants are: [NH2:1][C:2]1[C:10]([CH3:11])=[CH:9][CH:8]=[CH:7][C:3]=1[C:4]([NH2:6])=[O:5].[N:12]12[CH2:19][CH2:18][CH:15]([CH2:16][CH2:17]1)[CH:14]([CH2:20][C:21](Cl)=O)[CH2:13]2. (5) Given the product [CH:23]1([O:20][C:4]2[CH:5]=[C:6]([O:7][C:8]3[CH:9]=[CH:10][C:11]4[B:15]([OH:16])[O:14][CH2:13][C:12]=4[CH:17]=3)[CH:18]=[CH:19][C:3]=2[C:1]#[N:2])[CH2:27][CH2:26][CH2:25][CH2:24]1, predict the reactants needed to synthesize it. The reactants are: [C:1]([C:3]1[CH:19]=[CH:18][C:6]([O:7][C:8]2[CH:9]=[CH:10][C:11]3[B:15]([OH:16])[O:14][CH2:13][C:12]=3[CH:17]=2)=[CH:5][C:4]=1[OH:20])#[N:2].[H-].[Na+].[CH:23]1(I)[CH2:27][CH2:26][CH2:25][CH2:24]1.